This data is from Full USPTO retrosynthesis dataset with 1.9M reactions from patents (1976-2016). The task is: Predict the reactants needed to synthesize the given product. (1) Given the product [F:1][C:2]1[CH:7]=[C:6]([I:8])[CH:5]=[CH:4][C:3]=1[NH:9][C:10]1[CH:18]=[N:17][CH:16]=[CH:15][C:11]=1[C:12]([NH:26][NH:25][C:20]1[CH:21]=[CH:22][CH:23]=[CH:24][N:19]=1)=[O:14], predict the reactants needed to synthesize it. The reactants are: [F:1][C:2]1[CH:7]=[C:6]([I:8])[CH:5]=[CH:4][C:3]=1[NH:9][C:10]1[CH:18]=[N:17][CH:16]=[CH:15][C:11]=1[C:12]([OH:14])=O.[N:19]1[CH:24]=[CH:23][CH:22]=[CH:21][C:20]=1[NH:25][NH2:26]. (2) Given the product [ClH:1].[CH2:8]([NH:11][C:12]1[N:13]=[C:14]([NH:22][C:23](=[O:29])[NH:24][C:25]([CH3:28])([CH3:27])[CH3:26])[C:15]2[S:20][CH:19]=[C:18]([CH3:21])[C:16]=2[N:17]=1)[CH:9]=[CH2:10], predict the reactants needed to synthesize it. The reactants are: [ClH:1].C(OCC)(=O)C.[CH2:8]([NH:11][C:12]1[N:13]=[C:14]([NH:22][C:23](=[O:29])[NH:24][C:25]([CH3:28])([CH3:27])[CH3:26])[C:15]2[S:20][CH:19]=[C:18]([CH3:21])[C:16]=2[N:17]=1)[CH:9]=[CH2:10]. (3) Given the product [C:13]([O:1][C:2]1[CH:3]=[C:4]([CH:8]=[CH:9][C:10]=1[O:11][CH3:12])[C:5]([OH:7])=[O:6])(=[O:15])[CH3:14], predict the reactants needed to synthesize it. The reactants are: [OH:1][C:2]1[CH:3]=[C:4]([CH:8]=[CH:9][C:10]=1[O:11][CH3:12])[C:5]([OH:7])=[O:6].[C:13](OC(=O)C)(=[O:15])[CH3:14]. (4) Given the product [ClH:26].[Cl:26][C:27]1[CH:28]=[C:29]2[C:34](=[CH:35][CH:36]=1)[CH:33]=[C:32]([S:37]([NH:1][CH:2]1[CH2:6][CH2:5][N:4]([C:7]3[CH:8]=[C:9]4[C:13](=[CH:14][CH:15]=3)[CH:12]([N:16]([CH3:17])[CH3:18])[CH2:11][CH2:10]4)[C:3]1=[O:19])(=[O:39])=[O:38])[CH:31]=[CH:30]2, predict the reactants needed to synthesize it. The reactants are: [NH2:1][CH:2]1[CH2:6][CH2:5][N:4]([C:7]2[CH:8]=[C:9]3[C:13](=[CH:14][CH:15]=2)[CH:12]([N:16]([CH3:18])[CH3:17])[CH2:11][CH2:10]3)[C:3]1=[O:19].N1C=CC=CC=1.[Cl:26][C:27]1[CH:28]=[C:29]2[C:34](=[CH:35][CH:36]=1)[CH:33]=[C:32]([S:37](Cl)(=[O:39])=[O:38])[CH:31]=[CH:30]2. (5) The reactants are: CS(O)(=O)=O.[NH2:6][CH2:7][CH2:8][CH2:9][CH2:10][CH2:11][CH2:12][OH:13].[S:14]([CH2:20][CH2:21][C:22]([OH:24])=O)[CH2:15][CH2:16][C:17]([OH:19])=[O:18]. Given the product [S:14]([CH2:15][CH2:16][C:17]([O:19][CH2:12][CH2:11][CH2:10][CH2:9][CH2:8][CH2:7][NH2:6])=[O:18])[CH2:20][CH2:21][C:22]([O:13][CH2:12][CH2:11][CH2:10][CH2:9][CH2:8][CH2:7][NH2:6])=[O:24], predict the reactants needed to synthesize it. (6) Given the product [Br:20][CH2:19][C:16]1[CH:17]=[CH:18][C:13]([CH2:12][N:6]2[CH2:7][CH2:8][CH2:9][N:4]([CH3:3])[C:5]2=[O:10])=[CH:14][CH:15]=1, predict the reactants needed to synthesize it. The reactants are: [H-].[Na+].[CH3:3][N:4]1[CH2:9][CH2:8][CH2:7][NH:6][C:5]1=[O:10].Br[CH2:12][C:13]1[CH:18]=[CH:17][C:16]([CH2:19][Br:20])=[CH:15][CH:14]=1.